This data is from Peptide-MHC class I binding affinity with 185,985 pairs from IEDB/IMGT. The task is: Regression. Given a peptide amino acid sequence and an MHC pseudo amino acid sequence, predict their binding affinity value. This is MHC class I binding data. (1) The peptide sequence is LLFNILGGWV. The MHC is HLA-A68:02 with pseudo-sequence HLA-A68:02. The binding affinity (normalized) is 0.558. (2) The peptide sequence is ILRQNMIAL. The MHC is HLA-B15:01 with pseudo-sequence HLA-B15:01. The binding affinity (normalized) is 0.516. (3) The binding affinity (normalized) is 0.569. The MHC is HLA-A02:03 with pseudo-sequence HLA-A02:03. The peptide sequence is RLLGTFTWTL. (4) The peptide sequence is LNLGNLADI. The MHC is HLA-A68:02 with pseudo-sequence HLA-A68:02. The binding affinity (normalized) is 0.373. (5) The peptide sequence is VTSLAIKNYY. The MHC is HLA-A31:01 with pseudo-sequence HLA-A31:01. The binding affinity (normalized) is 0.479. (6) The peptide sequence is SIFVSTMPV. The MHC is HLA-A68:02 with pseudo-sequence HLA-A68:02. The binding affinity (normalized) is 0.784. (7) The peptide sequence is LRYEGGAAL. The MHC is HLA-A03:01 with pseudo-sequence HLA-A03:01. The binding affinity (normalized) is 0. (8) The peptide sequence is KTIISEEYL. The MHC is HLA-A68:02 with pseudo-sequence HLA-A68:02. The binding affinity (normalized) is 0.140.